Dataset: NCI-60 drug combinations with 297,098 pairs across 59 cell lines. Task: Regression. Given two drug SMILES strings and cell line genomic features, predict the synergy score measuring deviation from expected non-interaction effect. (1) Synergy scores: CSS=50.3, Synergy_ZIP=0.565, Synergy_Bliss=-0.741, Synergy_Loewe=-22.7, Synergy_HSA=-0.336. Drug 1: CN(CC1=CN=C2C(=N1)C(=NC(=N2)N)N)C3=CC=C(C=C3)C(=O)NC(CCC(=O)O)C(=O)O. Drug 2: CC1CCC2CC(C(=CC=CC=CC(CC(C(=O)C(C(C(=CC(C(=O)CC(OC(=O)C3CCCCN3C(=O)C(=O)C1(O2)O)C(C)CC4CCC(C(C4)OC)O)C)C)O)OC)C)C)C)OC. Cell line: SW-620. (2) Drug 1: CC12CCC(CC1=CCC3C2CCC4(C3CC=C4C5=CN=CC=C5)C)O. Drug 2: C1CNP(=O)(OC1)N(CCCl)CCCl. Cell line: HCC-2998. Synergy scores: CSS=-6.79, Synergy_ZIP=-1.82, Synergy_Bliss=-5.83, Synergy_Loewe=-16.3, Synergy_HSA=-9.05. (3) Drug 1: CC12CCC(CC1=CCC3C2CCC4(C3CC=C4C5=CN=CC=C5)C)O. Drug 2: C1CCC(C1)C(CC#N)N2C=C(C=N2)C3=C4C=CNC4=NC=N3. Cell line: RXF 393. Synergy scores: CSS=11.3, Synergy_ZIP=-3.60, Synergy_Bliss=-0.880, Synergy_Loewe=-8.82, Synergy_HSA=-0.612. (4) Drug 1: CCC(=C(C1=CC=CC=C1)C2=CC=C(C=C2)OCCN(C)C)C3=CC=CC=C3.C(C(=O)O)C(CC(=O)O)(C(=O)O)O. Drug 2: C(CC(=O)O)C(=O)CN.Cl. Cell line: PC-3. Synergy scores: CSS=3.67, Synergy_ZIP=-4.73, Synergy_Bliss=-6.09, Synergy_Loewe=-8.20, Synergy_HSA=-5.58. (5) Drug 1: CC1C(C(CC(O1)OC2CC(OC(C2O)C)OC3=CC4=CC5=C(C(=O)C(C(C5)C(C(=O)C(C(C)O)O)OC)OC6CC(C(C(O6)C)O)OC7CC(C(C(O7)C)O)OC8CC(C(C(O8)C)O)(C)O)C(=C4C(=C3C)O)O)O)O. Drug 2: CC1=C(C(=O)C2=C(C1=O)N3CC4C(C3(C2COC(=O)N)OC)N4)N. Cell line: A498. Synergy scores: CSS=68.5, Synergy_ZIP=-2.98, Synergy_Bliss=0.580, Synergy_Loewe=-0.914, Synergy_HSA=3.35. (6) Drug 1: COC1=C(C=C2C(=C1)N=CN=C2NC3=CC(=C(C=C3)F)Cl)OCCCN4CCOCC4. Drug 2: CC1=C2C(C(=O)C3(C(CC4C(C3C(C(C2(C)C)(CC1OC(=O)C(C(C5=CC=CC=C5)NC(=O)C6=CC=CC=C6)O)O)OC(=O)C7=CC=CC=C7)(CO4)OC(=O)C)O)C)OC(=O)C. Cell line: SK-MEL-5. Synergy scores: CSS=57.2, Synergy_ZIP=1.41, Synergy_Bliss=4.88, Synergy_Loewe=0.963, Synergy_HSA=7.27. (7) Drug 1: CN1C(=O)N2C=NC(=C2N=N1)C(=O)N. Drug 2: CCC1=C2CN3C(=CC4=C(C3=O)COC(=O)C4(CC)O)C2=NC5=C1C=C(C=C5)O. Cell line: NCIH23. Synergy scores: CSS=43.5, Synergy_ZIP=-7.60, Synergy_Bliss=-5.91, Synergy_Loewe=-15.6, Synergy_HSA=-5.18. (8) Drug 2: CS(=O)(=O)OCCCCOS(=O)(=O)C. Cell line: CCRF-CEM. Drug 1: CC=C1C(=O)NC(C(=O)OC2CC(=O)NC(C(=O)NC(CSSCCC=C2)C(=O)N1)C(C)C)C(C)C. Synergy scores: CSS=76.2, Synergy_ZIP=-1.86, Synergy_Bliss=0.379, Synergy_Loewe=-13.0, Synergy_HSA=2.96. (9) Drug 1: CC(C)(C#N)C1=CC(=CC(=C1)CN2C=NC=N2)C(C)(C)C#N. Drug 2: CC(C)NC(=O)C1=CC=C(C=C1)CNNC.Cl. Cell line: SN12C. Synergy scores: CSS=-5.05, Synergy_ZIP=3.55, Synergy_Bliss=7.57, Synergy_Loewe=-1.82, Synergy_HSA=-2.79.